Task: Predict the reaction yield, written as a fraction of the theoretical maximum amount of product (1.0 means a 100% yield; for example, 0.34 means a 34% yield).. Dataset: Reaction yield outcomes from USPTO patents with 853,638 reactions (1) The reactants are N[C:2]1[CH:11]=[C:10]([Cl:12])[C:5]([C:6]([O:8][CH3:9])=[O:7])=[C:4]([Cl:13])[CH:3]=1.Cl.N([O-])=O.[Na+].[I-:19].[K+]. The catalyst is O.C(OCC)(=O)C. The product is [Cl:12][C:10]1[CH:11]=[C:2]([I:19])[CH:3]=[C:4]([Cl:13])[C:5]=1[C:6]([O:8][CH3:9])=[O:7]. The yield is 0.900. (2) The reactants are [C:1]([O:5][C:6]([NH:8][CH:9]([CH3:13])[C:10]([OH:12])=O)=[O:7])([CH3:4])([CH3:3])[CH3:2].C1C=CC2N(O)N=NC=2C=1.CN1C(=O)CCC1.CCN=C=NCCCN(C)C.[NH:42]1[CH2:47][CH2:46][S:45][CH2:44][CH2:43]1. The catalyst is C(Cl)Cl. The product is [C:1]([O:5][C:6](=[O:7])[NH:8][CH:9]([CH3:13])[C:10](=[O:12])[N:42]1[CH2:47][CH2:46][S:45][CH2:44][CH2:43]1)([CH3:2])([CH3:3])[CH3:4]. The yield is 0.980. (3) The catalyst is C1(C)C=CC=CC=1. The yield is 0.740. The product is [CH:4]1([CH2:3][CH:2]([C:6]2[CH:7]=[C:8]([CH:13]=[CH:14][C:15]=2[CH3:16])[C:9]([O:11][CH3:12])=[O:10])[OH:1])[CH2:17][CH2:5]1. The reactants are [OH:1][CH:2]([C:6]1[CH:7]=[C:8]([CH:13]=[CH:14][C:15]=1[CH3:16])[C:9]([O:11][CH3:12])=[O:10])[CH2:3][CH:4]=[CH2:5].[CH2:17]([Zn]CC)C.ICI. (4) The reactants are C([O-])([O-])=O.[K+].[K+].[SH:7][C:8]1[N:22]=[CH:21][CH:20]=[CH:19][C:9]=1[C:10]([NH:12][CH2:13][C:14]1[S:15][CH:16]=[CH:17][CH:18]=1)=[O:11].I[CH2:24][CH2:25][CH2:26][C:27]1[CH:32]=[CH:31][CH:30]=[CH:29][CH:28]=1. The catalyst is CN(C=O)C. The product is [C:27]1([CH2:26][CH2:25][CH2:24][S:7][C:8]2[C:9]([C:10]([NH:12][CH2:13][C:14]3[S:15][CH:16]=[CH:17][CH:18]=3)=[O:11])=[CH:19][CH:20]=[CH:21][N:22]=2)[CH:32]=[CH:31][CH:30]=[CH:29][CH:28]=1. The yield is 0.690. (5) The product is [Cl:1][C:2]1[C:3]([F:29])=[C:4]([C@:8]([C@@H:16]2[CH2:21][CH2:20][CH2:19][NH:18][CH2:17]2)([OH:15])[CH2:9][CH2:10][CH2:11][CH2:12][O:13][CH3:14])[CH:5]=[CH:6][CH:7]=1. The reactants are [Cl:1][C:2]1[C:3]([F:29])=[C:4]([C@:8]([C@@H:16]2[CH2:21][CH2:20][CH2:19][N:18](C(OC(C)(C)C)=O)[CH2:17]2)([OH:15])[CH2:9][CH2:10][CH2:11][CH2:12][O:13][CH3:14])[CH:5]=[CH:6][CH:7]=1.C([O-])(O)=O.[Na+]. The yield is 0.910. The catalyst is C(O)(C(F)(F)F)=O.C(Cl)Cl. (6) The reactants are [C:1]([O:4][C@H:5]1[C@H:11]([O:12][C:13](=[O:15])[CH3:14])[C@@H:10]([O:16][C:17](=[O:19])[CH3:18])[C@:9]2([C:21]3[CH:26]=[CH:25][C:24]([Cl:27])=[C:23]([CH2:28][C:29]4[CH:34]=[CH:33][C:32](OS(C(F)(F)F)(=O)=O)=[CH:31][CH:30]=4)[CH:22]=3)[O:20][C@@:6]1([CH2:43][O:44][C:45](=[O:47])[CH3:46])[CH2:7][O:8]2)(=[O:3])[CH3:2].C(N(CC)CC)C.[Si:55]([C:59]#[CH:60])([CH3:58])([CH3:57])[CH3:56].O. The catalyst is CN(C=O)C.C(OCC)(=O)C.Cl[Pd](Cl)([P](C1C=CC=CC=1)(C1C=CC=CC=1)C1C=CC=CC=1)[P](C1C=CC=CC=1)(C1C=CC=CC=1)C1C=CC=CC=1.[Cu]I. The product is [C:1]([O:4][C@H:5]1[C@H:11]([O:12][C:13](=[O:15])[CH3:14])[C@@H:10]([O:16][C:17](=[O:19])[CH3:18])[C@:9]2([C:21]3[CH:26]=[CH:25][C:24]([Cl:27])=[C:23]([CH2:28][C:29]4[CH:30]=[CH:31][C:32]([C:60]#[C:59][Si:55]([CH3:58])([CH3:57])[CH3:56])=[CH:33][CH:34]=4)[CH:22]=3)[O:20][C@@:6]1([CH2:43][O:44][C:45](=[O:47])[CH3:46])[CH2:7][O:8]2)(=[O:3])[CH3:2]. The yield is 0.540.